This data is from CYP3A4 inhibition data for predicting drug metabolism from PubChem BioAssay. The task is: Regression/Classification. Given a drug SMILES string, predict its absorption, distribution, metabolism, or excretion properties. Task type varies by dataset: regression for continuous measurements (e.g., permeability, clearance, half-life) or binary classification for categorical outcomes (e.g., BBB penetration, CYP inhibition). Dataset: cyp3a4_veith. The molecule is O=c1oc(-c2ccco2)nc2c1cnn2-c1ccccc1. The result is 0 (non-inhibitor).